The task is: Predict the reactants needed to synthesize the given product.. This data is from Full USPTO retrosynthesis dataset with 1.9M reactions from patents (1976-2016). (1) Given the product [F:10][C:11]1[C:12]([N+:1]([O-:4])=[O:2])=[C:13]2[C:18](=[CH:19][CH:20]=1)[CH:17]=[N:16][CH:15]=[CH:14]2, predict the reactants needed to synthesize it. The reactants are: [N+:1]([O-:4])(O)=[O:2].S(=O)(=O)(O)O.[F:10][C:11]1[CH:12]=[C:13]2[C:18](=[CH:19][CH:20]=1)[CH:17]=[N:16][CH:15]=[CH:14]2. (2) Given the product [NH2:1][C:2]([C:4]1[CH:5]=[N:6][C:7]2[C:12]([C:13]=1[NH:14][C:15]1[CH:16]=[C:17]([CH:23]=[CH:24][CH:25]=1)[C:18]([O:20][CH2:21][CH3:22])=[O:19])=[CH:11][CH:10]=[C:9]([C:33]1[CH:32]=[CH:31][CH:30]=[C:29]([O:28][CH3:27])[CH:34]=1)[CH:8]=2)=[O:3], predict the reactants needed to synthesize it. The reactants are: [NH2:1][C:2]([C:4]1[CH:5]=[N:6][C:7]2[C:12]([C:13]=1[NH:14][C:15]1[CH:16]=[C:17]([CH:23]=[CH:24][CH:25]=1)[C:18]([O:20][CH2:21][CH3:22])=[O:19])=[CH:11][CH:10]=[C:9](Cl)[CH:8]=2)=[O:3].[CH3:27][O:28][C:29]1[CH:30]=[C:31](B(O)O)[CH:32]=[CH:33][CH:34]=1.C(=O)([O-])[O-].[K+].[K+]. (3) Given the product [CH3:1][C:2]([CH3:13])([CH3:12])[C:3](/[N:5]=[C:6]1\[S:7][C:8]([CH3:11])=[CH:9][N:10]\1[C:36]1[S:37][C:38]([CH3:41])=[CH:39][CH:40]=1)=[O:4], predict the reactants needed to synthesize it. The reactants are: [CH3:1][C:2]([CH3:13])([CH3:12])[C:3]([NH:5][C:6]1[S:7][C:8]([CH3:11])=[CH:9][N:10]=1)=[O:4].ClC1C=C2C(N=CC=C2)=C2C=1C=CC=N2.C(=O)([O-])[O-].[Cs+].[Cs+].Br[C:36]1[S:37][C:38]([CH3:41])=[CH:39][CH:40]=1.[OH-].[NH4+].O. (4) Given the product [Br:1][C:2]1[CH:3]=[CH:4][C:5]([CH3:10])=[C:6]([CH:7]([OH:8])[CH2:12][C:11]#[N:13])[CH:9]=1, predict the reactants needed to synthesize it. The reactants are: [Br:1][C:2]1[CH:3]=[CH:4][C:5]([CH3:10])=[C:6]([CH:9]=1)[CH:7]=[O:8].[C:11](#[N:13])[CH3:12]. (5) The reactants are: Br[C:2]1[CH:7]=[C:6]([CH2:8][NH:9][C:10]2[CH:28]=[CH:27][CH:26]=[CH:25][C:11]=2[C:12]([NH:14][C:15]2[CH:20]=[CH:19][CH:18]=[C:17]([C:21]([F:24])([F:23])[F:22])[CH:16]=2)=[O:13])[CH:5]=[CH:4][N:3]=1.[NH3:29]. Given the product [NH2:29][C:2]1[CH:7]=[C:6]([CH2:8][NH:9][C:10]2[CH:28]=[CH:27][CH:26]=[CH:25][C:11]=2[C:12]([NH:14][C:15]2[CH:20]=[CH:19][CH:18]=[C:17]([C:21]([F:24])([F:23])[F:22])[CH:16]=2)=[O:13])[CH:5]=[CH:4][N:3]=1, predict the reactants needed to synthesize it. (6) Given the product [CH2:39]([O:38][C:37]([N:18]1[CH:17]([C:19]([OH:21])=[O:20])[CH2:16][S:15][C@@H:14]1[C:10]1[CH:11]=[CH:12][CH:13]=[C:8]([CH2:7][N:1]2[CH2:6][CH2:5][O:4][CH2:3][CH2:2]2)[CH:9]=1)=[O:36])[C:40]1[CH:45]=[CH:44][CH:43]=[CH:42][CH:41]=1, predict the reactants needed to synthesize it. The reactants are: [N:1]1([CH2:7][C:8]2[CH:9]=[C:10]([C@@H:14]3[NH:18][CH:17]([C:19]([OH:21])=[O:20])[CH2:16][S:15]3)[CH:11]=[CH:12][CH:13]=2)[CH2:6][CH2:5][O:4][CH2:3][CH2:2]1.C(N(CC)CC)C.O=C1CCC(=O)N1[O:36][C:37](=O)[O:38][CH2:39][C:40]1[CH:45]=[CH:44][CH:43]=[CH:42][CH:41]=1. (7) Given the product [CH3:36][C:35]1[C:26]([C:16]2[C:15]([CH3:50])=[C:14]([OH:51])[C:13]3[C:18](=[CH:19][C:20]([C:11]([C:12]=3[CH:52]([CH3:54])[CH3:53])=[O:10])=[O:21])[C:17]=2[OH:25])=[C:27]([OH:49])[C:28]2[C:33](=[C:32]([CH:38]([CH3:40])[CH3:39])[C:31]([C:30]([CH:29]=2)=[O:45])=[O:41])[C:34]=1[OH:37], predict the reactants needed to synthesize it. The reactants are: C(=O)([O-])[O-].[K+].[K+].C([O:10][C:11]1[C:12]([CH:52]([CH3:54])[CH3:53])=[C:13]2[C:18](=[CH:19][C:20]=1[O:21]C(=O)C)[C:17](=[O:25])[C:16]([C:26]1[C:27](=[O:49])[C:28]3[C:33]([C:34](=[O:37])[C:35]=1[CH3:36])=[C:32]([CH:38]([CH3:40])[CH3:39])[C:31]([O:41]C(=O)C)=[C:30]([O:45]C(=O)C)[CH:29]=3)=[C:15]([CH3:50])[C:14]2=[O:51])(=O)C.Cl.C(OCC)(=O)C. (8) Given the product [F:15][C:16]([F:25])([F:26])[C:17]1[CH:22]=[CH:21][C:20]([CH2:23][NH:24][C:12]([C:10]2[S:11][C:7]([C:4]3[CH:3]=[CH:2][N:1]=[CH:6][CH:5]=3)=[CH:8][CH:9]=2)=[O:14])=[CH:19][CH:18]=1, predict the reactants needed to synthesize it. The reactants are: [N:1]1[CH:6]=[CH:5][C:4]([C:7]2[S:11][C:10]([C:12]([OH:14])=O)=[CH:9][CH:8]=2)=[CH:3][CH:2]=1.[F:15][C:16]([F:26])([F:25])[C:17]1[CH:22]=[CH:21][C:20]([CH2:23][NH2:24])=[CH:19][CH:18]=1. (9) Given the product [Na+:68].[Na+:68].[S:56]([C:52]1[CH:51]=[C:50]([NH:49][S:46]([C:42]2[CH:43]=[C:44]3[C:39]([CH:38]=[CH:37][C:36]([NH:35][C:33]([NH:32][C:28]4[CH:29]=[C:30]5[C:25]([CH:24]=[CH:23][C:22]([S:19]([NH:18][C:14]6[CH:13]=[C:12]([S:9]([O-:11])(=[O:8])=[O:10])[CH:17]=[CH:16][CH:15]=6)(=[O:21])=[O:20])=[CH:31]5)=[CH:26][CH:27]=4)=[O:34])=[CH:45]3)=[CH:40][CH:41]=2)(=[O:48])=[O:47])[CH:55]=[CH:54][CH:53]=1)([OH:59])(=[O:57])=[O:58].[S:56]([C:52]1[CH:51]=[C:50]([NH:49][S:46]([C:42]2[CH:43]=[C:44]3[C:39]([CH:38]=[CH:37][C:36]([NH:35][C:33]([NH:32][C:28]4[CH:29]=[C:30]5[C:25]([CH:24]=[CH:23][C:22]([S:19]([NH:18][C:14]6[CH:13]=[C:12]([S:9]([O-:11])(=[O:8])=[O:10])[CH:17]=[CH:16][CH:15]=6)(=[O:21])=[O:20])=[CH:31]5)=[CH:26][CH:27]=4)=[O:34])=[CH:45]3)=[CH:40][CH:41]=2)(=[O:48])=[O:47])[CH:55]=[CH:54][CH:53]=1)([OH:59])(=[O:57])=[O:58], predict the reactants needed to synthesize it. The reactants are: CC1C=CC([O:8][S:9]([C:12]2[CH:13]=[C:14]([NH:18][S:19]([C:22]3[CH:31]=[C:30]4[C:25]([CH:26]=[CH:27][C:28]([NH:32][C:33]([NH:35][C:36]5[CH:45]=[C:44]6[C:39]([CH:40]=[CH:41][C:42]([S:46]([NH:49][C:50]7[CH:51]=[C:52]([S:56]([O:59]C8C=CC(C)=CC=8)(=[O:58])=[O:57])[CH:53]=[CH:54][CH:55]=7)(=[O:48])=[O:47])=[CH:43]6)=[CH:38][CH:37]=5)=[O:34])=[CH:29]4)=[CH:24][CH:23]=3)(=[O:21])=[O:20])[CH:15]=[CH:16][CH:17]=2)(=[O:11])=[O:10])=CC=1.[OH-].[Na+:68].Cl.